Predict the product of the given reaction. From a dataset of Forward reaction prediction with 1.9M reactions from USPTO patents (1976-2016). (1) Given the reactants [Cl:1][C:2]1[CH:3]=[C:4]2[C:9](=[CH:10][C:11]=1[C:12]([N:14]1[CH2:18][CH2:17][CH2:16][CH2:15]1)=[O:13])[N:8]=[CH:7][N:6]=[C:5]2[NH:19][CH:20]([C:26]1[N:30](C(OC(C)(C)C)=O)[C:29]2[CH:38]=[CH:39][C:40]([Cl:42])=[CH:41][C:28]=2[N:27]=1)[CH2:21][CH2:22][C:23](O)=[O:24].[NH:43]1[CH2:48][CH2:47][CH2:46][CH2:45][CH2:44]1.CN(C(ON1N=NC2C=CC=CC1=2)=[N+](C)C)C.[B-](F)(F)(F)F.FC(F)(F)C(O)=O, predict the reaction product. The product is: [Cl:1][C:2]1[CH:3]=[C:4]2[C:9](=[CH:10][C:11]=1[C:12]([N:14]1[CH2:15][CH2:16][CH2:17][CH2:18]1)=[O:13])[N:8]=[CH:7][N:6]=[C:5]2[NH:19][CH:20]([C:26]1[NH:30][C:29]2[CH:38]=[CH:39][C:40]([Cl:42])=[CH:41][C:28]=2[N:27]=1)[CH2:21][CH2:22][C:23]([N:43]1[CH2:48][CH2:47][CH2:46][CH2:45][CH2:44]1)=[O:24]. (2) Given the reactants C(O)(=O)C.O.[Cl:6][C:7]1[CH:8]=[C:9]([C:14]2([C:29]([F:32])([F:31])[F:30])[O:18][N:17]=[C:16]([C:19]3[CH:20]=[CH:21][C:22]([F:28])=[C:23]([N+:25]([O-])=O)[CH:24]=3)[CH2:15]2)[CH:10]=[C:11]([Cl:13])[CH:12]=1, predict the reaction product. The product is: [Cl:6][C:7]1[CH:8]=[C:9]([C:14]2([C:29]([F:30])([F:32])[F:31])[O:18][N:17]=[C:16]([C:19]3[CH:20]=[CH:21][C:22]([F:28])=[C:23]([CH:24]=3)[NH2:25])[CH2:15]2)[CH:10]=[C:11]([Cl:13])[CH:12]=1. (3) Given the reactants [I:1][C:2]1[CH:7]=[CH:6][N:5]=[C:4]([N:8]2[C:16]3[CH2:15][CH:14]4[CH2:17][CH:12]([CH2:13]4)[C:11]=3[C:10]([C:18]([OH:20])=O)=[N:9]2)[CH:3]=1.[Cl-].[NH4+:22], predict the reaction product. The product is: [I:1][C:2]1[CH:7]=[CH:6][N:5]=[C:4]([N:8]2[C:16]3[CH2:15][CH:14]4[CH2:17][CH:12]([CH2:13]4)[C:11]=3[C:10]([C:18]([NH2:22])=[O:20])=[N:9]2)[CH:3]=1. (4) Given the reactants C[O:2][C:3]1[CH:4]=[C:5]([NH:51][S:52]([CH3:55])(=[O:54])=[O:53])[CH:6]=[C:7]([N:9]2[CH:13]=[CH:12][C:11]([C:14]3[C:22]4[C:21]([NH:23][C@H:24]([C:26]5[N:31]([C:32]6[CH:37]=[CH:36][CH:35]=[CH:34][CH:33]=6)[C:30](=[O:38])[C:29]6=[C:39]([CH3:42])[CH:40]=[CH:41][N:28]6[N:27]=5)[CH3:25])=[N:20][CH:19]=[N:18][C:17]=4[N:16](COCC[Si](C)(C)C)[CH:15]=3)=[N:10]2)[CH:8]=1.B(Br)(Br)Br.N, predict the reaction product. The product is: [OH:2][C:3]1[CH:4]=[C:5]([NH:51][S:52]([CH3:55])(=[O:53])=[O:54])[CH:6]=[C:7]([N:9]2[CH:13]=[CH:12][C:11]([C:14]3[C:22]4[C:21]([NH:23][C@H:24]([C:26]5[N:31]([C:32]6[CH:33]=[CH:34][CH:35]=[CH:36][CH:37]=6)[C:30](=[O:38])[C:29]6=[C:39]([CH3:42])[CH:40]=[CH:41][N:28]6[N:27]=5)[CH3:25])=[N:20][CH:19]=[N:18][C:17]=4[NH:16][CH:15]=3)=[N:10]2)[CH:8]=1. (5) The product is: [Cl:6][CH2:2][C:3]([N:16]1[CH2:15][CH2:14][N:13]2[C:9]([C:8]([F:18])([F:7])[F:19])=[N:10][N:11]=[C:12]2[CH2:17]1)=[O:5]. Given the reactants Br[CH2:2][C:3]([OH:5])=O.[ClH:6].[F:7][C:8]([F:19])([F:18])[C:9]1[N:13]2[CH2:14][CH2:15][NH:16][CH2:17][C:12]2=[N:11][N:10]=1.Cl.CN(C)CCCN=C=NCC.C(N(CC)C(C)C)(C)C, predict the reaction product. (6) Given the reactants [Mg].II.[F:4][C:5]1[CH:10]=[CH:9][C:8]([CH2:11][CH2:12][CH2:13][CH2:14]Br)=[CH:7][CH:6]=1.[CH:16](=[O:21])[C:17]([CH3:20])([CH3:19])[CH3:18], predict the reaction product. The product is: [F:4][C:5]1[CH:10]=[CH:9][C:8]([CH2:11][CH2:12][CH2:13][CH2:14][CH:16]([OH:21])[C:17]([CH3:20])([CH3:19])[CH3:18])=[CH:7][CH:6]=1. (7) Given the reactants Cl.[CH2:2]([N:4]1[C:8]2=[N:9][C:10]([CH2:45][CH3:46])=[C:11]([CH2:20][NH:21][C:22](=[O:44])[C:23]3[CH:28]=[CH:27][C:26]([NH:29][C:30](=[O:43])[CH2:31][CH2:32][CH2:33][CH2:34][CH2:35][CH2:36][CH2:37][N:38]([CH2:40][CH2:41][OH:42])[CH3:39])=[CH:25][CH:24]=3)[C:12]([NH:13][CH:14]3[CH2:19][CH2:18][O:17][CH2:16][CH2:15]3)=[C:7]2[CH:6]=[N:5]1)[CH3:3].C(=O)([O-])[O-].[K+].[K+].ClCCl, predict the reaction product. The product is: [CH2:2]([N:4]1[C:8]2=[N:9][C:10]([CH2:45][CH3:46])=[C:11]([CH2:20][NH:21][C:22](=[O:44])[C:23]3[CH:28]=[CH:27][C:26]([NH:29][C:30](=[O:43])[CH2:31][CH2:32][CH2:33][CH2:34][CH2:35][CH2:36][CH2:37][N:38]([CH2:40][CH2:41][OH:42])[CH3:39])=[CH:25][CH:24]=3)[C:12]([NH:13][CH:14]3[CH2:15][CH2:16][O:17][CH2:18][CH2:19]3)=[C:7]2[CH:6]=[N:5]1)[CH3:3]. (8) Given the reactants [Br:1][C:2]1[CH:3]=[C:4]([F:12])[C:5]2[O:9][C:8](=[O:10])[NH:7][C:6]=2[CH:11]=1.FC(F)(F)S(O[CH2:19][CH:20]([F:22])[F:21])(=O)=O, predict the reaction product. The product is: [Br:1][C:2]1[CH:3]=[C:4]([F:12])[C:5]2[O:9][C:8](=[O:10])[N:7]([CH2:19][CH:20]([F:22])[F:21])[C:6]=2[CH:11]=1. (9) Given the reactants [NH2:1][C@H:2]([C:4]1[N:5]([CH:22]2[CH2:24][CH2:23]2)[C:6]2[C:12]([C:13]([N:15]3[CH2:20][CH2:19][O:18][CH2:17][CH2:16]3)=[O:14])=[C:11]([F:21])[CH:10]=[CH:9][C:7]=2[N:8]=1)[CH3:3].Cl[C:26]1[C:27]2[N:34]=[CH:33][S:32][C:28]=2[N:29]=[CH:30][N:31]=1.CCN(C(C)C)C(C)C, predict the reaction product. The product is: [CH:22]1([N:5]2[C:6]3[C:12]([C:13]([N:15]4[CH2:16][CH2:17][O:18][CH2:19][CH2:20]4)=[O:14])=[C:11]([F:21])[CH:10]=[CH:9][C:7]=3[N:8]=[C:4]2[C@@H:2]([NH:1][C:26]2[C:27]3[N:34]=[CH:33][S:32][C:28]=3[N:29]=[CH:30][N:31]=2)[CH3:3])[CH2:23][CH2:24]1. (10) Given the reactants CC1[N:3]([C:8]2[CH:12]=[C:11]([CH2:13][CH:14]=[C:15]([CH3:17])[CH3:16])[N:10]([CH3:18])[N:9]=2)C(C)=CC=1.Cl.NO.[OH-].[K+].ClCCl, predict the reaction product. The product is: [CH3:18][N:10]1[C:11]([CH2:13][CH:14]=[C:15]([CH3:16])[CH3:17])=[CH:12][C:8]([NH2:3])=[N:9]1.